Dataset: Full USPTO retrosynthesis dataset with 1.9M reactions from patents (1976-2016). Task: Predict the reactants needed to synthesize the given product. (1) Given the product [CH3:1][O:2][C:3]1[CH:4]=[C:5]2[C:10](=[CH:11][C:12]=1[O:13][CH3:14])[N:9]=[CH:8][CH:7]=[C:6]2[O:15][C:16]1[C:22]([CH3:23])=[CH:21][C:19]([NH:20][C:32]([NH:27][CH2:30][CH2:37][CH2:38][C:39]([N:40]2[CH:44]=[CH:43][N:42]=[CH:41]2)=[O:48])=[S:33])=[C:18]([CH3:24])[CH:17]=1, predict the reactants needed to synthesize it. The reactants are: [CH3:1][O:2][C:3]1[CH:4]=[C:5]2[C:10](=[CH:11][C:12]=1[O:13][CH3:14])[N:9]=[CH:8][CH:7]=[C:6]2[O:15][C:16]1[C:22]([CH3:23])=[CH:21][C:19]([NH2:20])=[C:18]([CH3:24])[CH:17]=1.C([N:27]([CH2:30]C)CC)C.[C:32](Cl)(Cl)=[S:33].N[CH2:37][CH2:38][CH2:39][N:40]1[CH:44]=[CH:43][N:42]=[CH:41]1.CN(C)C=[O:48]. (2) Given the product [CH2:17]([O:16][C:14](=[O:15])[CH:13]([NH:12][C:9](=[O:11])[CH2:8][C:5]1[CH:4]=[CH:3][C:2]([Cl:1])=[CH:7][CH:6]=1)[CH2:21][CH3:22])[CH:18]([CH3:19])[CH3:20], predict the reactants needed to synthesize it. The reactants are: [Cl:1][C:2]1[CH:7]=[CH:6][C:5]([CH2:8][C:9]([OH:11])=O)=[CH:4][CH:3]=1.[NH2:12][CH:13]([CH2:21][CH3:22])[C:14]([O:16][CH2:17][CH:18]([CH3:20])[CH3:19])=[O:15]. (3) Given the product [C:18]1([C:24]2[N:25]=[C:26]3[N:31]=[C:30]([NH:32][C:8]([C:10]4[O:14][N:13]=[CH:12][CH:11]=4)=[O:34])[CH:29]=[CH:28][N:27]3[CH:33]=2)[CH:19]=[CH:20][CH:21]=[CH:22][CH:23]=1, predict the reactants needed to synthesize it. The reactants are: C(N(CC)CC)C.[CH2:8]([C:10]1[O:14][N:13]=[C:12](C(Cl)=O)[CH:11]=1)C.[C:18]1([C:24]2[N:25]=[C:26]3[N:31]=[C:30]([NH2:32])[CH:29]=[CH:28][N:27]3[CH:33]=2)[CH:23]=[CH:22][CH:21]=[CH:20][CH:19]=1.[OH2:34].CC#N. (4) Given the product [O:25]=[C:26]1[N:38]([NH:37][S:34]([CH3:33])(=[O:36])=[O:35])[C:3](=[O:21])[C:4]2[C:5](=[CH:6][C:7]([C:16]([F:17])([F:18])[F:19])=[C:8]([C:10]3[N:11]=[N:12][CH:13]=[CH:14][CH:15]=3)[CH:9]=2)[NH:20]1, predict the reactants needed to synthesize it. The reactants are: CO[C:3](=[O:21])[C:4]1[CH:9]=[C:8]([C:10]2[N:11]=[N:12][CH:13]=[CH:14][CH:15]=2)[C:7]([C:16]([F:19])([F:18])[F:17])=[CH:6][C:5]=1[NH2:20].ClC([O:25][C:26]1C=CC(Cl)=CC=1)=O.[CH3:33][S:34]([NH:37][NH2:38])(=[O:36])=[O:35].CCN(C(C)C)C(C)C.